Dataset: Full USPTO retrosynthesis dataset with 1.9M reactions from patents (1976-2016). Task: Predict the reactants needed to synthesize the given product. Given the product [O:24]1[CH2:29][CH2:28][N:27]([C:30]2[CH:37]=[CH:36][C:33]([C:34]3[NH:21][C:20]4[CH:19]=[CH:18][C:6]([NH:7][C:8](=[O:17])[C:9]5[CH:14]=[C:13]([OH:15])[CH:12]=[C:11]([OH:16])[CH:10]=5)=[CH:5][C:4]=4[N:1]=3)=[CH:32][CH:31]=2)[CH2:26][CH2:25]1, predict the reactants needed to synthesize it. The reactants are: [N+:1]([C:4]1[CH:5]=[C:6]([CH:18]=[CH:19][C:20]=1[N+:21]([O-])=O)[NH:7][C:8](=[O:17])[C:9]1[CH:14]=[C:13]([OH:15])[CH:12]=[C:11]([OH:16])[CH:10]=1)([O-])=O.[O:24]1[CH2:29][CH2:28][N:27]([C:30]2[CH:37]=[CH:36][C:33]([CH:34]=O)=[CH:32][CH:31]=2)[CH2:26][CH2:25]1.